This data is from Full USPTO retrosynthesis dataset with 1.9M reactions from patents (1976-2016). The task is: Predict the reactants needed to synthesize the given product. (1) Given the product [F:10][C:11]([F:22])([F:21])[C:12]([N:2]1[CH2:3][C:4]2[C:9](=[CH:8][CH:7]=[C:6]([N+:23]([O-:25])=[O:24])[CH:5]=2)[CH2:1]1)=[O:13], predict the reactants needed to synthesize it. The reactants are: [CH2:1]1[C:9]2[C:4](=[CH:5][CH:6]=[CH:7][CH:8]=2)[CH2:3][NH:2]1.[F:10][C:11]([F:22])([F:21])[C:12](O[C:12](=[O:13])[C:11]([F:22])([F:21])[F:10])=[O:13].[N+:23]([O-])([O-:25])=[O:24].[K+].C(=O)(O)[O-].[Na+].C(=O)([O-])[O-].[Na+].[Na+]. (2) The reactants are: C(OC([NH:8][CH2:9][CH2:10][CH2:11][CH2:12][N:13]1[C:17](=[O:18])[C:16](=[CH:19][C:20]2[O:24][C:23]([C:25]3[CH:33]=[CH:32][C:28]([C:29]([OH:31])=[O:30])=[CH:27][CH:26]=3)=[CH:22][CH:21]=2)[S:15][C:14]1=[S:34])=O)(C)(C)C.[F:35][C:36]([F:41])([F:40])[C:37]([OH:39])=[O:38]. Given the product [F:35][C:36]([F:41])([F:40])[C:37]([O-:39])=[O:38].[C:29]([C:28]1[CH:27]=[CH:26][C:25]([C:23]2[O:24][C:20]([CH:19]=[C:16]3[S:15][C:14](=[S:34])[N:13]([CH2:12][CH2:11][CH2:10][CH2:9][NH3+:8])[C:17]3=[O:18])=[CH:21][CH:22]=2)=[CH:33][CH:32]=1)([OH:31])=[O:30], predict the reactants needed to synthesize it. (3) Given the product [F:42][C:39]1[CH:40]=[C:41]2[C:36]([CH:35]=[CH:34][N:33]2[CH2:32][CH:30]2[CH2:31][N:28]([CH2:16][CH:14]3[O:15][C:6]4=[C:5]5[C:46](=[CH:47][CH:8]=[C:7]4[O:12][CH2:13]3)[N:45]=[C:48]([CH3:49])[CH:9]=[CH:10]5)[CH2:29]2)=[CH:37][CH:38]=1, predict the reactants needed to synthesize it. The reactants are: CC1C=N[C:5]2[C:6]3[O:15][C@@H:14]([CH2:16]OS(C4C=CC(Br)=CC=4)(=O)=O)[CH2:13][O:12][C:7]=3[CH:8]=[CH:9][C:10]=2C=1.[NH:28]1[CH2:31][CH:30]([CH2:32][N:33]2[C:41]3[C:36](=[CH:37][CH:38]=[C:39]([F:42])[CH:40]=3)[CH:35]=[CH:34]2)[CH2:29]1.C([N:45]([CH2:48][CH3:49])[CH2:46][CH3:47])C.